This data is from Forward reaction prediction with 1.9M reactions from USPTO patents (1976-2016). The task is: Predict the product of the given reaction. (1) Given the reactants [F:1][C:2]([F:7])([F:6])[C:3]([OH:5])=[O:4].C(OC(=O)[NH:14][CH2:15][C:16]1[CH:21]=[CH:20][C:19]([Cl:22])=[CH:18][C:17]=1[CH2:23][NH:24][C:25]([C@@H:27]1[CH2:31][CH2:30][CH2:29][N:28]1[C:32]([C@H:34]1[CH2:38][CH2:37][CH2:36][O:35]1)=[O:33])=[O:26])(C)(C)C, predict the reaction product. The product is: [NH2:14][CH2:15][C:16]1[CH:21]=[CH:20][C:19]([Cl:22])=[CH:18][C:17]=1[CH2:23][NH:24][C:25]([C@@H:27]1[CH2:31][CH2:30][CH2:29][N:28]1[C:32]([C@H:34]1[CH2:38][CH2:37][CH2:36][O:35]1)=[O:33])=[O:26].[F:1][C:2]([F:7])([F:6])[C:3]([O-:5])=[O:4]. (2) Given the reactants [Cl:1][C:2]1[CH:9]=[CH:8][C:7]([O:10][C:11]2[CH:16]=[CH:15][C:14]([CH2:17][OH:18])=[CH:13][C:12]=2[F:19])=[CH:6][C:3]=1[C:4]#[N:5].Cl[C:21]1[CH:22]=[C:23]2[N:30]([CH3:31])[C@@H:29]([CH3:32])[CH2:28][N:24]2[C:25](=[O:27])[N:26]=1, predict the reaction product. The product is: [Cl:1][C:2]1[CH:9]=[CH:8][C:7]([O:10][C:11]2[CH:16]=[CH:15][C:14]([CH2:17][O:18][C:21]3[CH:22]=[C:23]4[N:30]([CH3:31])[C@@H:29]([CH3:32])[CH2:28][N:24]4[C:25](=[O:27])[N:26]=3)=[CH:13][C:12]=2[F:19])=[CH:6][C:3]=1[C:4]#[N:5]. (3) Given the reactants [CH2:1]([N:5]([CH2:22][CH2:23][CH2:24][CH3:25])[C:6]1[CH:11]=[CH:10][C:9]([CH:12]=[CH:13][C:14]2[CH:21]=[CH:20][C:17]([CH2:18][OH:19])=[CH:16][CH:15]=2)=[CH:8][CH:7]=1)[CH2:2][CH2:3][CH3:4], predict the reaction product. The product is: [CH2:22]([N:5]([CH2:1][CH2:2][CH2:3][CH3:4])[C:6]1[CH:11]=[CH:10][C:9]([CH:12]=[CH:13][C:14]2[CH:21]=[CH:20][C:17]([CH:18]=[O:19])=[CH:16][CH:15]=2)=[CH:8][CH:7]=1)[CH2:23][CH2:24][CH3:25]. (4) Given the reactants Cl[C:2]1[C:3]2[C:4](=[CH:13][N:14](CC3C=CC(OC)=CC=3)[N:15]=2)[N:5]=[C:6]([C:8]2[S:9][CH:10]=[CH:11][CH:12]=2)[N:7]=1.[CH3:25][N:26]([CH2:28][C:29]1[CH:30]=[C:31]([CH:33]=[CH:34][CH:35]=1)[NH2:32])[CH3:27].Cl, predict the reaction product. The product is: [CH3:27][N:26]([CH2:28][C:29]1[CH:30]=[C:31]([NH:32][C:2]2[C:3]3[NH:15][N:14]=[CH:13][C:4]=3[N:5]=[C:6]([C:8]3[S:9][CH:10]=[CH:11][CH:12]=3)[N:7]=2)[CH:33]=[CH:34][CH:35]=1)[CH3:25]. (5) Given the reactants [CH2:1]([OH:8])[C:2]1[CH:7]=[CH:6][CH:5]=[CH:4][CH:3]=1.[H-].[Na+].[Br:11][C:12]1[CH:17]=[C:16](Br)[CH:15]=[C:14]([Br:19])[CH:13]=1.C(OCC)C, predict the reaction product. The product is: [CH2:1]([O:8][C:16]1[CH:17]=[C:12]([Br:11])[CH:13]=[C:14]([Br:19])[CH:15]=1)[C:2]1[CH:7]=[CH:6][CH:5]=[CH:4][CH:3]=1. (6) The product is: [CH3:8][C@H:6]1[O:7][C@@H:2]([CH3:1])[CH2:3][N:4]([C:9]2[C:14]([CH:15]=[O:16])=[CH:13][C:12]([C:27]3[C:31]([CH3:32])=[CH:30][S:29][CH:28]=3)=[CH:11][N:10]=2)[CH2:5]1. Given the reactants [CH3:1][C@@H:2]1[O:7][C@H:6]([CH3:8])[CH2:5][N:4]([C:9]2[C:14]([CH:15]=[O:16])=[CH:13][C:12](B3OC(C)(C)C(C)(C)O3)=[CH:11][N:10]=2)[CH2:3]1.Br[C:27]1[C:31]([CH3:32])=[CH:30][S:29][CH:28]=1, predict the reaction product.